The task is: Binary Classification. Given a miRNA mature sequence and a target amino acid sequence, predict their likelihood of interaction.. This data is from Experimentally validated miRNA-target interactions with 360,000+ pairs, plus equal number of negative samples. (1) The miRNA is hsa-miR-331-3p with sequence GCCCCUGGGCCUAUCCUAGAA. Result: 1 (interaction). The protein sequence of the target gene is MIMSSYLMDSNYIDPKFPPCEEYSQNSYIPEHSPEYYGRTRESGFQHHHQELYPPPPPRPSYPERQYSCTSLQGPGNSRGHGPAQAGHHHPEKSQSLCEPAPLSGASASPSPAPPACSQPAPDHPSSAASKQPIVYPWMKKIHVSTVNPNYNGGEPKRSRTAYTRQQVLELEKEFHYNRYLTRRRRIEIAHSLCLSERQIKIWFQNRRMKWKKDHRLPNTKVRSAPPAGAAPSTLSAATPGTSEDHSQSATPPEQQRAEDITRL. (2) The miRNA is mmu-miR-18b-5p with sequence UAAGGUGCAUCUAGUGCUGUUAG. The protein sequence of the target gene is MASSSVPPATAPAAAGGPGPGFGFASKTKKKHFVQQKVKVFRAADPLVGVFLWGVAHSINELSQVPPPVMLLPDDFKASSKIKVNNHFFHRENLPSHFKFKEYCPQVFRNLRDRFAIDDHDYLVSLTRSPPSETEGSDGRFLISYDRTLVIKEVSSEDIADMHSNLSNYHQYIVKCHGNTLLPQFLGMYRVSVENEDSYMLVMRNMFSHRLPVHRKYDLKGSLVSREASDKEKVKELPTLKDMDFLNKNQKVYIGEEEKKVFLEKLKRDVEFLVQLKIMDYSLLLGIHDIIRGSEPEEEG.... Result: 0 (no interaction). (3) The miRNA is hsa-miR-3663-5p with sequence GCUGGUCUGCGUGGUGCUCGG. The protein sequence of the target gene is MGIWQRLLLFGGVSLRAGGGATAPLGGSRAMVCGRQLSGAGSETLKQRRTQIMSRGLPKQKPIEGVKQVIVVASGKGGVGKSTTAVNLALALAANDSSKAIGLLDVDVYGPSVPKMMNLKGNPELSQSNLMRPLLNYGIACMSMGFLVEESEPVVWRGLMVMSAIEKLLRQVDWGQLDYLVVDMPPGTGDVQLSVSQNIPITGAVIVSTPQDIALMDAHKGAEMFRRVHVPVLGLVQNMSVFQCPKCKHKTHIFGADGARKLAQTLGLEVLGDIPLHLNIREASDTGQPIVFSQPESDEA.... Result: 1 (interaction). (4) The miRNA is hsa-miR-17-5p with sequence CAAAGUGCUUACAGUGCAGGUAG. The protein sequence of the target gene is MVNDPPVPALLWAQEVGQVLAGRARRLLLQFGVLFCTILLLLWVSVFLYGSFYYSYMPTVSHLSPVHFYYRTDCDSSTTSLCSFPVANVSLTKGGRDRVLMYGQPYRVTLELELPESPVNQDLGMFLVTISCYTRGGRIISTSSRSVMLHYRSDLLQMLDTLVFSSLLLFGFAEQKQLLEVELYADYRENSYVPTTGAIIEIHSKRIQLYGAYLRIHAHFTGLRYLLYNFPMTCAFIGVASNFTFLSVIVLFSYMQWVWGGIWPRHRFSLQVNIRKRDNSRKEVQRRISAHQPGPEGQEE.... Result: 1 (interaction). (5) The miRNA is hsa-miR-4433a-5p with sequence CGUCCCACCCCCCACUCCUGU. The protein sequence of the target gene is MTLDHQIINPTLKWSQPAVPSGGPLVQHAHTTLDSDAGLTENPLTKLLAIGKEDDNAQWHMEDVIEDIIGMESSFKEEGADSPLLMQRTLSGSILDVYSGEQGISPINMGLTSASCPSSLPMKREITETDTRALAKERQKKDNHNLIERRRRYNINYRIKELGTLIPKSNDPDMRWNKGTILKASVEYIKWLQKEQQRARELEHRQKKLEQANRRLLLRIQELEIQARTHGLPTLASLGTVDLGAHVTKQQSHPEQNSVDYCQQLTVSQGPSPELCDQAIAFSDPLSYFTDLSFSAALKE.... Result: 0 (no interaction). (6) Result: 0 (no interaction). The protein sequence of the target gene is MDAILNYKSEDTEDYYTLLGCDELSSVEQILAEFKVRALECHPDKHPENSKAVETFQKLQKAKDILTNEASRARYDHWRRSQMSMSFQQWEALSDSVKMSMHWAVRGKKDLMLEESDQTPTDKIENEEQDEQKEIKKEEFGSTTEKMEQKESKSVEKSFSPQNPDSPGFANVNCWHLRFRWSGDAPSELLRKFRNYEI. The miRNA is hsa-miR-326 with sequence CCUCUGGGCCCUUCCUCCAG. (7) The miRNA is mmu-miR-103-3p with sequence AGCAGCAUUGUACAGGGCUAUGA. The protein sequence of the target gene is MAPLPGAELVQTPLQLYRYLLRCCRQLPTKGIQEHYKHAVRQSFQVHSDEDNSERIQQIIKRAIEDADWIMNKYRKQN. Result: 1 (interaction). (8) The miRNA is hsa-miR-3692-3p with sequence GUUCCACACUGACACUGCAGAAGU. The protein sequence of the target gene is MAVVSEDDFQHSSNSTYRTTSSSLRADQEALLEKLLDRPPPGLQRPEDRFCGTYIIFFSLGIGSLLPWNFFITAKEYWMFKLRNSSSPATGEDPEGSDILNYFESYLAVASTVPSMLCLVANFLLVNRVAVHIRVLASLTVILAIFMVITALVKVDTSSWTRGFFAVTIVCMVILSGASTVFSSSIYGMTGSFPMRNSQALISGGAMGGTVSAVASLVDLAASSDVRNSALAFFLTATVFLVLCMGLYLLLSRLEYARYYMRPVLAAHVFSGEEELPQDSLSAPSVASRFIDSHTPPLRP.... Result: 0 (no interaction). (9) The miRNA is hsa-miR-26b-5p with sequence UUCAAGUAAUUCAGGAUAGGU. The protein sequence of the target gene is MASKLLRAVILGPPGSGKGTVCQRIAQNFGLQHLSSGHFLRENIKASTEVGEMAKQYIEKSLLVPDHVITRLMMSELENRRGQHWLLDGFPRTLGQAEALDKICEVDLVISLNIPFETLKDRLSRRWIHPPSGRVYNLDFNPPHVHGIDDVTGEPLVQQEDDKPEAVAARLRQYKDVAKPVIELYKSRGVLHQFSGTETNKIWPYVYTLFSNKITPIQSKEAY. Result: 1 (interaction). (10) The miRNA is mmu-miR-1198-5p with sequence UAUGUGUUCCUGGCUGGCUUGG. The protein sequence of the target gene is MEKTDAKDQSSQGDEEKDPPKSHPYSVETPYGFHLDLDFLKYVDDIEKGNTIKRIPIHRRAKQAKFSTLPRNFSLPDSGARPPAAPPLQNWSPVVPREASLGTQEQNQSPPLGNAPQASTSRSEVSYHRKALLAEATRQLEAAEPEDAELTFGSGRPQLLRASSMPATLLHSRASEEPGLSLGPPAPPALPPLQGEGSVCDGTFEPAEGLAGFHSSSPRASTRIPELVQEGAEPPEGVVKVPNHLPLPGPPFSFQNVLVVLEDKEDEHNAREAEVLFTPGSPTPSPPPLPSPIPENELLL.... Result: 0 (no interaction).